From a dataset of Reaction yield outcomes from USPTO patents with 853,638 reactions. Predict the reaction yield, written as a fraction of the theoretical maximum amount of product (1.0 means a 100% yield; for example, 0.34 means a 34% yield). (1) The reactants are C([O:4][CH2:5][C:6](Cl)=[O:7])(=O)C.[F:9][C:10]1[CH:15]=[CH:14][C:13]([N:16]2[C:24]3[C:19](=[CH:20][C:21]([O:26][C@H:27]([C:31]4[CH:36]=[CH:35][CH:34]=[CH:33][CH:32]=4)[C@@H:28]([NH2:30])[CH3:29])=[C:22]([CH3:25])[CH:23]=3)[CH:18]=[N:17]2)=[CH:12][CH:11]=1.C(N(CC)CC)C. The catalyst is C1COCC1. The product is [F:9][C:10]1[CH:11]=[CH:12][C:13]([N:16]2[C:24]3[C:19](=[CH:20][C:21]([O:26][C@H:27]([C:31]4[CH:32]=[CH:33][CH:34]=[CH:35][CH:36]=4)[C@@H:28]([NH:30][C:5](=[O:4])[CH2:6][OH:7])[CH3:29])=[C:22]([CH3:25])[CH:23]=3)[CH:18]=[N:17]2)=[CH:14][CH:15]=1. The yield is 0.800. (2) The reactants are [CH2:1]([C:3]1[CH:8]=[CH:7][C:6]([C:9](=[O:11])[CH3:10])=[CH:5][C:4]=1[N+:12]([O-])=O)[CH3:2].N. The catalyst is C(O)(=O)C.O.[Fe]. The product is [NH2:12][C:4]1[CH:5]=[C:6]([C:9](=[O:11])[CH3:10])[CH:7]=[CH:8][C:3]=1[CH2:1][CH3:2]. The yield is 0.910.